Dataset: HIV replication inhibition screening data with 41,000+ compounds from the AIDS Antiviral Screen. Task: Binary Classification. Given a drug SMILES string, predict its activity (active/inactive) in a high-throughput screening assay against a specified biological target. (1) The result is 0 (inactive). The compound is CC(C)C1COC(C(C)(C)C2=NC(C(C)C)CO2)=N1. (2) The molecule is N=C(N)NCCCC(Nc1c2ccccc2[n+]([O-])c2ccccc12)C(=O)O. The result is 0 (inactive). (3) The molecule is O=C(NCc1ccc(Cl)cc1)c1cc2sccc2nc1C(F)(F)F. The result is 1 (active). (4) The compound is Cc1cc(=O)oc(C)c1C(=O)O. The result is 0 (inactive). (5) The drug is Cc1nc2nnc(C)n2c2c1C(=O)Nc1ccccc1N2. The result is 0 (inactive).